Dataset: Peptide-MHC class I binding affinity with 185,985 pairs from IEDB/IMGT. Task: Regression. Given a peptide amino acid sequence and an MHC pseudo amino acid sequence, predict their binding affinity value. This is MHC class I binding data. (1) The peptide sequence is RHLSLAGLL. The MHC is Mamu-B17 with pseudo-sequence Mamu-B17. The binding affinity (normalized) is 0.578. (2) The peptide sequence is FTAGGEPCLY. The MHC is HLA-A68:01 with pseudo-sequence HLA-A68:01. The binding affinity (normalized) is 0.777.